This data is from Full USPTO retrosynthesis dataset with 1.9M reactions from patents (1976-2016). The task is: Predict the reactants needed to synthesize the given product. Given the product [CH:22]1[N:21]=[CH:20][N:19]2[CH:14]([CH:11]3[CH2:12][CH2:13][CH:8]([C:6]#[N:5])[CH2:9][CH2:10]3)[CH2:15][CH2:16][CH2:17][C:18]=12, predict the reactants needed to synthesize it. The reactants are: C([NH:5][C:6]([CH:8]1[CH2:13][CH2:12][CH:11]([CH:14]2[N:19]3[CH:20]=[N:21][CH:22]=[C:18]3[CH2:17][CH2:16][CH2:15]2)[CH2:10][CH2:9]1)=O)(C)(C)C.S(Cl)(Cl)=O.